This data is from Reaction yield outcomes from USPTO patents with 853,638 reactions. The task is: Predict the reaction yield, written as a fraction of the theoretical maximum amount of product (1.0 means a 100% yield; for example, 0.34 means a 34% yield). (1) The reactants are [CH3:1][C:2]1([CH3:19])[C:6]([CH3:8])([CH3:7])[O:5][B:4]([C:9]2[CH:14]=[CH:13][C:12]([C:15]3([NH2:18])[CH2:17][CH2:16]3)=[CH:11][CH:10]=2)[O:3]1.C(N(CC)CC)C.[C:27](O[C:27]([O:29][C:30]([CH3:33])([CH3:32])[CH3:31])=[O:28])([O:29][C:30]([CH3:33])([CH3:32])[CH3:31])=[O:28]. The catalyst is C1COCC1. The product is [C:30]([O:29][C:27](=[O:28])[NH:18][C:15]1([C:12]2[CH:13]=[CH:14][C:9]([B:4]3[O:3][C:2]([CH3:19])([CH3:1])[C:6]([CH3:7])([CH3:8])[O:5]3)=[CH:10][CH:11]=2)[CH2:17][CH2:16]1)([CH3:33])([CH3:32])[CH3:31]. The yield is 0.560. (2) The reactants are [CH2:1]([NH:3][CH2:4][CH3:5])[CH3:2].C([O:13][CH2:14][CH2:15][N:16]1[C:28]2[CH2:27][CH2:26][CH2:25][CH:24]([C:29]([OH:31])=[O:30])[C:23]=2[C:22]2[C:17]1=[CH:18][CH:19]=[CH:20][C:21]=2[O:32][CH3:33])C1C=CC=CC=1.[H][H]. The catalyst is CO.[Pd]. The product is [CH2:1]([NH:3][CH2:4][CH3:5])[CH3:2].[OH:13][CH2:14][CH2:15][N:16]1[C:28]2[CH2:27][CH2:26][CH2:25][CH:24]([C:29]([OH:31])=[O:30])[C:23]=2[C:22]2[C:17]1=[CH:18][CH:19]=[CH:20][C:21]=2[O:32][CH3:33]. The yield is 1.00. (3) The reactants are [Br:1][C:2]1[S:6][C:5]([C:7]2[NH:8][CH:9]([C:12]([O:14][CH3:15])=[O:13])[CH2:10][N:11]=2)=[C:4]([C:16]2[CH:21]=[CH:20][C:19]([Cl:22])=[CH:18][C:17]=2[Cl:23])[C:3]=1[C:24]#[N:25].C(Cl)(Cl)(Cl)Cl.C(#N)C.N1C=CC=CC=1.N12CCCN=C1CCCCC2. No catalyst specified. The yield is 0.670. The product is [Br:1][C:2]1[S:6][C:5]([C:7]2[NH:8][C:9]([C:12]([O:14][CH3:15])=[O:13])=[CH:10][N:11]=2)=[C:4]([C:16]2[CH:21]=[CH:20][C:19]([Cl:22])=[CH:18][C:17]=2[Cl:23])[C:3]=1[C:24]#[N:25]. (4) The reactants are Br[CH2:2][C:3]1[C:12]2[C:7](=[CH:8][CH:9]=[CH:10][CH:11]=2)[C:6]([C:13]([NH:15][C:16]2[C:17]([C:24]([NH:26][CH2:27][CH:28]3[CH2:33][CH2:32][O:31][CH2:30][CH2:29]3)=[O:25])=[N:18][C:19]([O:22][CH3:23])=[CH:20][CH:21]=2)=[O:14])=[CH:5][CH:4]=1.[H-].[Na+].[CH3:36][N:37]1[CH2:42][CH2:41][NH:40][CH2:39][CH2:38]1. The catalyst is C(#N)C.O.C(Cl)Cl. The product is [CH3:23][O:22][C:19]1[N:18]=[C:17]([C:24]([NH:26][CH2:27][CH:28]2[CH2:33][CH2:32][O:31][CH2:30][CH2:29]2)=[O:25])[C:16]([NH:15][C:13]([C:6]2[C:7]3[C:12](=[CH:11][CH:10]=[CH:9][CH:8]=3)[C:3]([CH2:2][N:40]3[CH2:41][CH2:42][N:37]([CH3:36])[CH2:38][CH2:39]3)=[CH:4][CH:5]=2)=[O:14])=[CH:21][CH:20]=1. The yield is 0.0300. (5) The reactants are [Br:1][C:2]1[C:3]([NH2:16])=[C:4]([NH2:15])[C:5]([N:8]2[CH2:13][CH2:12][N:11]([CH3:14])[CH2:10][CH2:9]2)=[N:6][CH:7]=1.[CH:17](OCC)(OCC)OCC. No catalyst specified. The product is [Br:1][C:2]1[C:3]2[NH:16][CH:17]=[N:15][C:4]=2[C:5]([N:8]2[CH2:9][CH2:10][N:11]([CH3:14])[CH2:12][CH2:13]2)=[N:6][CH:7]=1. The yield is 0.790. (6) The yield is 0.900. The catalyst is O1CCCC1. The reactants are [N:1]1([C:11]([O:13][C:14]([CH3:17])([CH3:16])[CH3:15])=[O:12])[CH2:6][CH2:5][CH:4]([C:7]([O:9][CH3:10])=[O:8])[CH2:3][CH2:2]1.C([N-]C(C)C)(C)C.[Li+].[CH3:26][O:27][CH2:28]Cl. The product is [CH3:26][O:27][CH2:28][C:4]1([C:7]([O:9][CH3:10])=[O:8])[CH2:3][CH2:2][N:1]([C:11]([O:13][C:14]([CH3:17])([CH3:16])[CH3:15])=[O:12])[CH2:6][CH2:5]1.